From a dataset of Forward reaction prediction with 1.9M reactions from USPTO patents (1976-2016). Predict the product of the given reaction. (1) Given the reactants Cl[C:2]1[C:11]2=[N:12][N:13](CC3C=CC(OC)=CC=3)[CH:14]=[C:10]2[C:9]2[CH:8]=[CH:7][CH:6]=[CH:5][C:4]=2[N:3]=1.[F:24][C:25]([F:34])([F:33])[C:26]1[CH:27]=[C:28]([CH:30]=[CH:31][CH:32]=1)[NH2:29].Cl, predict the reaction product. The product is: [CH:14]1[NH:13][N:12]=[C:11]2[C:10]=1[C:9]1[CH:8]=[CH:7][CH:6]=[CH:5][C:4]=1[N:3]=[C:2]2[NH:29][C:28]1[CH:30]=[CH:31][CH:32]=[C:26]([C:25]([F:24])([F:33])[F:34])[CH:27]=1. (2) Given the reactants Br[CH2:2][C:3]1[C:8]([N+:9]([O-:11])=[O:10])=[CH:7][N:6]=[CH:5][N:4]=1.[P:12]([O:19]CC)([O:16][CH2:17][CH3:18])[O:13][CH2:14][CH3:15], predict the reaction product. The product is: [N+:9]([C:8]1[C:3]([CH2:2][P:12](=[O:19])([O:16][CH2:17][CH3:18])[O:13][CH2:14][CH3:15])=[N:4][CH:5]=[N:6][CH:7]=1)([O-:11])=[O:10]. (3) Given the reactants [F:1][C:2]([F:17])([F:16])[C:3]1[N:8]=[CH:7][C:6]([C:9]2[CH:14]=[CH:13][C:12]([OH:15])=[CH:11][CH:10]=2)=[CH:5][CH:4]=1.S(=O)(=O)(O)O.[I:23]N1C(=O)CCC1=O, predict the reaction product. The product is: [I:23][C:11]1[CH:10]=[C:9]([C:6]2[CH:7]=[N:8][C:3]([C:2]([F:1])([F:16])[F:17])=[CH:4][CH:5]=2)[CH:14]=[CH:13][C:12]=1[OH:15].